Dataset: Catalyst prediction with 721,799 reactions and 888 catalyst types from USPTO. Task: Predict which catalyst facilitates the given reaction. (1) Reactant: [Cl:1][C:2]1[CH:7]=[CH:6][C:5]([NH:8][C:9]([N:11]2[CH2:15][CH2:14][CH2:13][CH2:12]2)=[O:10])=[CH:4][C:3]=1[C:16]1[N:17]=[C:18]2[N:23]=[CH:22][C:21]([NH:24][C:25](=[O:30])[O:26][CH:27]([CH3:29])[CH3:28])=[CH:20][N:19]2[CH:31]=1.[B-](F)(F)(F)[F:33].[B-](F)(F)(F)F.C1[N+]2(CCl)CC[N+](F)(CC2)C1. Product: [Cl:1][C:2]1[CH:7]=[CH:6][C:5]([NH:8][C:9]([N:11]2[CH2:12][CH2:13][CH2:14][CH2:15]2)=[O:10])=[CH:4][C:3]=1[C:16]1[N:17]=[C:18]2[N:23]=[CH:22][C:21]([NH:24][C:25](=[O:30])[O:26][CH:27]([CH3:28])[CH3:29])=[CH:20][N:19]2[C:31]=1[F:33]. The catalyst class is: 22. (2) Reactant: [C:1]([O:5][C:6](=[O:15])[NH:7][CH:8]1[CH2:13][CH2:12][CH:11]([OH:14])[CH2:10][CH2:9]1)([CH3:4])([CH3:3])[CH3:2].C[N+]1([O-])CCOCC1. Product: [C:1]([O:5][C:6](=[O:15])[NH:7][CH:8]1[CH2:13][CH2:12][C:11](=[O:14])[CH2:10][CH2:9]1)([CH3:4])([CH3:2])[CH3:3]. The catalyst class is: 678. (3) Reactant: [C:1]([CH:3]1[CH2:6][N:5]([C:7](=[O:44])[C@H:8]([NH:12][C:13]([C:15]2[C:23]3[C:18](=[N:19][CH:20]=[C:21]([C:24]4[N:25]=[C:26]([CH3:35])[N:27]([C:29]5[CH:34]=[CH:33][CH:32]=[CH:31][CH:30]=5)[CH:28]=4)[N:22]=3)[N:17](COCC[Si](C)(C)C)[CH:16]=2)=[O:14])[CH:9]2[CH2:11][CH2:10]2)[CH2:4]1)#[N:2].FC(F)(F)C(O)=O. Product: [C:1]([CH:3]1[CH2:4][N:5]([C:7](=[O:44])[C@H:8]([NH:12][C:13]([C:15]2[C:23]3[C:18](=[N:19][CH:20]=[C:21]([C:24]4[N:25]=[C:26]([CH3:35])[N:27]([C:29]5[CH:34]=[CH:33][CH:32]=[CH:31][CH:30]=5)[CH:28]=4)[N:22]=3)[NH:17][CH:16]=2)=[O:14])[CH:9]2[CH2:10][CH2:11]2)[CH2:6]1)#[N:2]. The catalyst class is: 4. (4) Reactant: C(O[C:4](=[O:37])[CH2:5][CH2:6][CH2:7][O:8][C:9]1[CH:36]=[CH:35][C:12]([CH2:13][C@@H:14]([C:28]([O:30][C:31]([CH3:34])([CH3:33])[CH3:32])=[O:29])[NH:15][C:16]2[N:20]([CH2:21][C:22]3[CH:27]=[CH:26][CH:25]=[CH:24][CH:23]=3)[N:19]=[N:18][N:17]=2)=[CH:11][CH:10]=1)C.[NH2:38][C:39]1[NH:40][CH2:41][CH2:42][CH2:43][N:44]=1. Product: [O:37]=[C:4]([NH:38][C:39]1[NH:44][CH2:43][CH2:42][CH2:41][N:40]=1)[CH2:5][CH2:6][CH2:7][O:8][C:9]1[CH:10]=[CH:11][C:12]([CH2:13][C@@H:14]([C:28]([O:30][C:31]([CH3:32])([CH3:34])[CH3:33])=[O:29])[NH:15][C:16]2[N:20]([CH2:21][C:22]3[CH:27]=[CH:26][CH:25]=[CH:24][CH:23]=3)[N:19]=[N:18][N:17]=2)=[CH:35][CH:36]=1. The catalyst class is: 2. (5) Reactant: [NH2:1][C:2]1[C:7]([C:8]#[N:9])=[C:6]([O:10][CH2:11][CH3:12])[N:5]=[C:4]([C:13]([OH:15])=O)[CH:3]=1.CN(C(ON1N=NC2C=CC=CC1=2)=[N+](C)C)C.[B-](F)(F)(F)F.[NH2:38][C:39]1[CH:40]=[C:41]([CH:44]=[CH:45][CH:46]=1)[CH2:42][NH2:43]. Product: [NH2:1][C:2]1[C:7]([C:8]#[N:9])=[C:6]([O:10][CH2:11][CH3:12])[N:5]=[C:4]([C:13]([NH:43][CH2:42][C:41]2[CH:44]=[CH:45][CH:46]=[C:39]([NH2:38])[CH:40]=2)=[O:15])[CH:3]=1. The catalyst class is: 44. (6) Reactant: [CH2:1]([C:3]1[CH:8]=[CH:7][CH:6]=[C:5]([CH2:9][CH3:10])[C:4]=1[C:11]1[CH:12]=[C:13]2[CH:19]=[CH:18][NH:17][C:14]2=[CH:15][N:16]=1)[CH3:2].[H-].[Na+].Br[CH:23]([CH2:27][CH2:28][CH3:29])[CH2:24][CH2:25][CH3:26].O. Product: [CH2:1]([C:3]1[CH:8]=[CH:7][CH:6]=[C:5]([CH2:9][CH3:10])[C:4]=1[C:11]1[CH:12]=[C:13]2[CH:19]=[CH:18][N:17]([CH:23]([CH2:27][CH2:28][CH3:29])[CH2:24][CH2:25][CH3:26])[C:14]2=[CH:15][N:16]=1)[CH3:2]. The catalyst class is: 31.